From a dataset of Forward reaction prediction with 1.9M reactions from USPTO patents (1976-2016). Predict the product of the given reaction. Given the reactants [NH2:1][CH2:2][CH2:3][NH:4][CH2:5][CH2:6][NH2:7].[C:8]([C:12]([O:14]CC)=O)([F:11])([F:10])[F:9], predict the reaction product. The product is: [F:11][C:8]([F:9])([F:10])[C:12]([NH:1][CH2:2][CH2:3][NH:4][CH2:5][CH2:6][NH:7][C:12](=[O:14])[C:8]([F:11])([F:10])[F:9])=[O:14].